Dataset: Catalyst prediction with 721,799 reactions and 888 catalyst types from USPTO. Task: Predict which catalyst facilitates the given reaction. (1) Reactant: CNCCO.CC(OC(OC(OC(C)(C)C)=O)=O)(C)C.[OH:21][CH2:22][CH2:23][N:24]([CH3:32])[C:25](=[O:31])[O:26][C:27]([CH3:30])([CH3:29])[CH3:28].N(C(OC(C)C)=O)=NC(OC(C)C)=O.[N+:47]([C:50]1[CH:55]=[CH:54][C:53](O)=[CH:52][CH:51]=1)([O-:49])=[O:48].C1(P(C2C=CC=CC=2)C2C=CC=CC=2)C=CC=CC=1. Product: [CH3:32][N:24]([CH2:23][CH2:22][O:21][C:53]1[CH:54]=[CH:55][C:50]([N+:47]([O-:49])=[O:48])=[CH:51][CH:52]=1)[C:25](=[O:31])[O:26][C:27]([CH3:28])([CH3:29])[CH3:30]. The catalyst class is: 476. (2) Reactant: [CH3:1][O:2][C:3]1[CH:4]=[C:5]([CH:9]=[CH:10][C:11]=1[O:12][CH3:13])[C:6](Cl)=[O:7].[NH2:14][C:15]1[CH:20]=[CH:19][C:18]([C:21]([CH3:25])([CH3:24])[C:22]#[N:23])=[CH:17][CH:16]=1.C(N(CC)CC)C. Product: [C:22]([C:21]([CH3:25])([CH3:24])[C:18]1[CH:19]=[CH:20][C:15]([NH:14][C:6](=[O:7])[C:5]2[CH:9]=[CH:10][C:11]([O:12][CH3:13])=[C:3]([O:2][CH3:1])[CH:4]=2)=[CH:16][CH:17]=1)#[N:23]. The catalyst class is: 2. (3) Reactant: [O:1]([C:8]1[CH:9]=[C:10]2[C:20](=[CH:21][CH:22]=1)[O:19][C:13]1([CH2:18][CH2:17][CH2:16][O:15][CH2:14]1)[CH2:12][C:11]2=O)[C:2]1[CH:7]=[CH:6][CH:5]=[CH:4][CH:3]=1.C(N(CC)CC)C.C[Si]([N:35]=[C:36]=[N:37][Si](C)(C)C)(C)C. Product: [O:1]([C:8]1[CH:9]=[C:10]2[C:20](=[CH:21][CH:22]=1)[O:19][C:13]1([CH2:18][CH2:17][CH2:16][O:15][CH2:14]1)[CH2:12]/[C:11]/2=[N:37]\[C:36]#[N:35])[C:2]1[CH:7]=[CH:6][CH:5]=[CH:4][CH:3]=1. The catalyst class is: 388. (4) Reactant: C(OC([N:8]1[CH2:14][CH2:13][C:12]2[CH:15]=[CH:16][C:17]([NH:19][C:20]3[N:39]=[C:23]4[C:24]([C:28]5[CH:33]=[C:32]([C:34]([F:37])([F:36])[F:35])[CH:31]=[CH:30][C:29]=5[Cl:38])=[CH:25][CH:26]=[CH:27][N:22]4[N:21]=3)=[CH:18][C:11]=2[CH2:10][CH2:9]1)=O)(C)(C)C.FC(F)(F)C(O)=O. Product: [Cl:38][C:29]1[CH:30]=[CH:31][C:32]([C:34]([F:37])([F:35])[F:36])=[CH:33][C:28]=1[C:24]1[C:23]2[N:22]([N:21]=[C:20]([NH:19][C:17]3[CH:16]=[CH:15][C:12]4[CH2:13][CH2:14][NH:8][CH2:9][CH2:10][C:11]=4[CH:18]=3)[N:39]=2)[CH:27]=[CH:26][CH:25]=1. The catalyst class is: 4. (5) Reactant: [F:1][C:2]1[CH:7]=[CH:6][C:5]([O:8][CH3:9])=[CH:4][C:3]=1[C:10]1[CH:15]=[CH:14][C:13]([C:16](OC)=[O:17])=[CH:12][C:11]=1[O:20][CH:21]1[CH2:26][CH2:25][CH2:24][CH2:23][O:22]1.[H-].[H-].[H-].[H-].[Li+].[Al+3]. Product: [F:1][C:2]1[CH:7]=[CH:6][C:5]([O:8][CH3:9])=[CH:4][C:3]=1[C:10]1[CH:15]=[CH:14][C:13]([CH2:16][OH:17])=[CH:12][C:11]=1[O:20][CH:21]1[CH2:26][CH2:25][CH2:24][CH2:23][O:22]1. The catalyst class is: 20. (6) Reactant: [Cl:1][C:2]1[N:7]=[C:6](Cl)[C:5]([C:9]([O:11][CH2:12][CH3:13])=[O:10])=[CH:4][N:3]=1.[Cl:14][C:15]1[CH:16]=[C:17](B(O)O)[CH:18]=[CH:19][CH:20]=1.[O-]P([O-])([O-])=O.[K+].[K+].[K+].C(P(C(C)(C)C)C(C)(C)C)(C)(C)C. Product: [Cl:1][C:2]1[N:7]=[C:6]([C:20]2[CH:19]=[CH:18][CH:17]=[CH:16][C:15]=2[Cl:14])[C:5]([C:9]([O:11][CH2:12][CH3:13])=[O:10])=[CH:4][N:3]=1. The catalyst class is: 62. (7) Reactant: N#N.[F:3][C:4]([C:7]1[N:8]=[C:9]([CH2:12][N:13]2[N:17]=[C:16]([N+:18]([O-])=O)[CH:15]=[N:14]2)[O:10][CH:11]=1)([F:6])[CH3:5].[NH4+].[Cl-]. Product: [F:3][C:4]([C:7]1[N:8]=[C:9]([CH2:12][N:13]2[N:17]=[C:16]([NH2:18])[CH:15]=[N:14]2)[O:10][CH:11]=1)([F:6])[CH3:5]. The catalyst class is: 314. (8) Reactant: [CH3:1][NH:2][C:3]1[N:8]=[C:7]([C:9]2[CH:14]=[CH:13][CH:12]=[CH:11][C:10]=2[O:15][C:16]2[CH:21]=[CH:20][C:19]([N+:22]([O-])=O)=[CH:18][CH:17]=2)[CH:6]=[CH:5][N:4]=1.[H][H]. Product: [NH2:22][C:19]1[CH:20]=[CH:21][C:16]([O:15][C:10]2[CH:11]=[CH:12][CH:13]=[CH:14][C:9]=2[C:7]2[CH:6]=[CH:5][N:4]=[C:3]([NH:2][CH3:1])[N:8]=2)=[CH:17][CH:18]=1. The catalyst class is: 43.